Dataset: Retrosynthesis with 50K atom-mapped reactions and 10 reaction types from USPTO. Task: Predict the reactants needed to synthesize the given product. (1) Given the product CC(=O)Nc1ccc2c(ccc3nc4cccc(C(=O)NCCN(C)C)c4nc32)c1, predict the reactants needed to synthesize it. The reactants are: CC(=O)Cl.CN(C)CCNC(=O)c1cccc2nc3ccc4cc(N)ccc4c3nc12. (2) Given the product CCC1CCN(Cc2ccc(COc3cccc4c3CN(C(CCC(=O)OC)C(N)=O)C4=O)cc2)CC1, predict the reactants needed to synthesize it. The reactants are: CCC1CCNCC1.COC(=O)CCC(C(N)=O)N1Cc2c(OCc3ccc(CBr)cc3)cccc2C1=O. (3) Given the product C[Si](C)(C)C#Cc1cc(Br)cnc1N, predict the reactants needed to synthesize it. The reactants are: C#C[Si](C)(C)C.Nc1ncc(Br)cc1I. (4) Given the product Cn1c2ccc([N+](=O)[O-])cc2c2cc(C(=O)N3CCOCC3)sc21, predict the reactants needed to synthesize it. The reactants are: C1COCCN1.Cn1c2ccc([N+](=O)[O-])cc2c2cc(C(=O)O)sc21.